Dataset: Reaction yield outcomes from USPTO patents with 853,638 reactions. Task: Predict the reaction yield, written as a fraction of the theoretical maximum amount of product (1.0 means a 100% yield; for example, 0.34 means a 34% yield). The reactants are [O:1]1[C:10]2[C:5](=[N:6][C:7]([CH2:11][C:12]([OH:14])=O)=[CH:8][CH:9]=2)[O:4][CH2:3][CH2:2]1.C(N(CC)CC)C.C(N1C=CN=C1)(N1C=CN=C1)=O.Cl.Cl.[CH3:36][C:37]1[N:42]=[C:41]([C:43]2[CH:44]=[C:45]3[C:49](=[CH:50][CH:51]=2)[C@H:48]([N:52]2[CH2:55][C:54]4([CH2:60][CH2:59][NH:58][CH2:57][CH2:56]4)[CH2:53]2)[CH2:47][CH2:46]3)[CH:40]=[CH:39][N:38]=1. The catalyst is CCOC(C)=O.ClCCl. The product is [CH3:36][C:37]1[N:42]=[C:41]([C:43]2[CH:44]=[C:45]3[C:49](=[CH:50][CH:51]=2)[C@H:48]([N:52]2[CH2:55][C:54]4([CH2:60][CH2:59][N:58]([C:12](=[O:14])[CH2:11][C:7]5[N:6]=[C:5]6[O:4][CH2:3][CH2:2][O:1][C:10]6=[CH:9][CH:8]=5)[CH2:57][CH2:56]4)[CH2:53]2)[CH2:47][CH2:46]3)[CH:40]=[CH:39][N:38]=1. The yield is 0.350.